This data is from NCI-60 drug combinations with 297,098 pairs across 59 cell lines. The task is: Regression. Given two drug SMILES strings and cell line genomic features, predict the synergy score measuring deviation from expected non-interaction effect. (1) Drug 1: CC1=CC2C(CCC3(C2CCC3(C(=O)C)OC(=O)C)C)C4(C1=CC(=O)CC4)C. Drug 2: C1=CN(C(=O)N=C1N)C2C(C(C(O2)CO)O)O.Cl. Cell line: KM12. Synergy scores: CSS=-8.44, Synergy_ZIP=0.782, Synergy_Bliss=-6.23, Synergy_Loewe=-12.4, Synergy_HSA=-6.46. (2) Drug 1: CC1=CC2C(CCC3(C2CCC3(C(=O)C)OC(=O)C)C)C4(C1=CC(=O)CC4)C. Drug 2: C1C(C(OC1N2C=NC3=C2NC=NCC3O)CO)O. Cell line: TK-10. Synergy scores: CSS=-1.27, Synergy_ZIP=1.21, Synergy_Bliss=-0.0733, Synergy_Loewe=-4.50, Synergy_HSA=-4.50. (3) Drug 1: C1=CC(=C2C(=C1NCCNCCO)C(=O)C3=C(C=CC(=C3C2=O)O)O)NCCNCCO. Drug 2: CCCCCOC(=O)NC1=NC(=O)N(C=C1F)C2C(C(C(O2)C)O)O. Cell line: MDA-MB-231. Synergy scores: CSS=35.4, Synergy_ZIP=2.14, Synergy_Bliss=2.17, Synergy_Loewe=-14.3, Synergy_HSA=3.77. (4) Drug 1: CC1C(C(CC(O1)OC2CC(OC(C2O)C)OC3=CC4=CC5=C(C(=O)C(C(C5)C(C(=O)C(C(C)O)O)OC)OC6CC(C(C(O6)C)O)OC7CC(C(C(O7)C)O)OC8CC(C(C(O8)C)O)(C)O)C(=C4C(=C3C)O)O)O)O. Drug 2: C(CN)CNCCSP(=O)(O)O. Cell line: HOP-92. Synergy scores: CSS=6.60, Synergy_ZIP=1.90, Synergy_Bliss=3.49, Synergy_Loewe=-38.2, Synergy_HSA=0.0228. (5) Drug 1: CNC(=O)C1=CC=CC=C1SC2=CC3=C(C=C2)C(=NN3)C=CC4=CC=CC=N4. Drug 2: CC1=C2C(C(=O)C3(C(CC4C(C3C(C(C2(C)C)(CC1OC(=O)C(C(C5=CC=CC=C5)NC(=O)OC(C)(C)C)O)O)OC(=O)C6=CC=CC=C6)(CO4)OC(=O)C)O)C)O. Cell line: HCC-2998. Synergy scores: CSS=33.0, Synergy_ZIP=2.88, Synergy_Bliss=3.72, Synergy_Loewe=-30.3, Synergy_HSA=4.25. (6) Drug 1: CC1C(C(CC(O1)OC2CC(CC3=C2C(=C4C(=C3O)C(=O)C5=C(C4=O)C(=CC=C5)OC)O)(C(=O)C)O)N)O.Cl. Drug 2: CCC1(CC2CC(C3=C(CCN(C2)C1)C4=CC=CC=C4N3)(C5=C(C=C6C(=C5)C78CCN9C7C(C=CC9)(C(C(C8N6C)(C(=O)OC)O)OC(=O)C)CC)OC)C(=O)OC)O.OS(=O)(=O)O. Cell line: ACHN. Synergy scores: CSS=29.7, Synergy_ZIP=-3.98, Synergy_Bliss=1.39, Synergy_Loewe=-0.703, Synergy_HSA=2.84.